Dataset: Forward reaction prediction with 1.9M reactions from USPTO patents (1976-2016). Task: Predict the product of the given reaction. (1) Given the reactants [CH3:1][C:2]1[CH:11]=[C:10](O)[C:9]2[C:4](=[C:5]([C:13]3[CH:18]=[CH:17][C:16]([Cl:19])=[CH:15][C:14]=3[Cl:20])[CH:6]=[CH:7][CH:8]=2)[N:3]=1.P(Cl)(Cl)([Cl:23])=O.[OH-].[Na+], predict the reaction product. The product is: [CH3:1][C:2]1[CH:11]=[C:10]([Cl:23])[C:9]2[C:4](=[C:5]([C:13]3[CH:18]=[CH:17][C:16]([Cl:19])=[CH:15][C:14]=3[Cl:20])[CH:6]=[CH:7][CH:8]=2)[N:3]=1. (2) Given the reactants [Cl:1][C:2]1[CH:7]=[C:6]([Cl:8])[CH:5]=[CH:4][C:3]=1[C:9]1[C:10]2[N:11]([C:15](C(O)=O)=[C:16]([CH2:18][CH3:19])[N:17]=2)[CH:12]=[CH:13][N:14]=1.C1(P(N=[N+]=[N-])(C2C=CC=CC=2)=[O:30])C=CC=CC=1.C([N:42]([CH2:45]C)CC)C.[C:47]([OH:51])([CH3:50])([CH3:49])[CH3:48], predict the reaction product. The product is: [Cl:1][C:2]1[CH:7]=[C:6]([Cl:8])[CH:5]=[CH:4][C:3]=1[C:9]1[C:10]2[N:11]([C:15]([NH:42][C:45](=[O:30])[O:51][C:47]([CH3:50])([CH3:49])[CH3:48])=[C:16]([CH2:18][CH3:19])[N:17]=2)[CH:12]=[CH:13][N:14]=1. (3) Given the reactants [CH2:1]([C@@H:8]1[CH2:13][N:12]([CH2:14][C:15]2[CH:20]=[CH:19][CH:18]=[CH:17][CH:16]=2)[CH2:11][CH2:10][N:9]1[C:21]([C:23]1[CH:27]=[C:26]([CH3:28])[N:25]([C:29]2[CH:30]=[C:31]([N:35]3[CH2:40][CH2:39][N:38](C(OC(C)(C)C)=O)[CH2:37][CH2:36]3)[CH:32]=[CH:33][CH:34]=2)[C:24]=1[C:48]1[CH:53]=[CH:52][CH:51]=[CH:50][CH:49]=1)=[O:22])[C:2]1[CH:7]=[CH:6][CH:5]=[CH:4][CH:3]=1.C(O)(C(F)(F)F)=O, predict the reaction product. The product is: [CH2:1]([C@@H:8]1[CH2:13][N:12]([CH2:14][C:15]2[CH:16]=[CH:17][CH:18]=[CH:19][CH:20]=2)[CH2:11][CH2:10][N:9]1[C:21]([C:23]1[CH:27]=[C:26]([CH3:28])[N:25]([C:29]2[CH:34]=[CH:33][CH:32]=[C:31]([N:35]3[CH2:40][CH2:39][NH:38][CH2:37][CH2:36]3)[CH:30]=2)[C:24]=1[C:48]1[CH:53]=[CH:52][CH:51]=[CH:50][CH:49]=1)=[O:22])[C:2]1[CH:7]=[CH:6][CH:5]=[CH:4][CH:3]=1. (4) Given the reactants [P:1]([F:5])([F:4])(=[O:3])[OH:2].F[P-](F)(F)(F)(F)F.[Li+:13].[Cl-].[Na+:15], predict the reaction product. The product is: [P:1]([F:5])([F:4])([O-:3])=[O:2].[Na+:15].[P:1]([F:5])([F:4])([O-:3])=[O:2].[Li+:13]. (5) Given the reactants [Cl:1][C:2]1[CH:3]=[C:4]([NH2:9])[CH:5]=[CH:6][C:7]=1[Cl:8].C([O:14][C:15]([NH:17][CH2:18][CH2:19][CH2:20][CH2:21][C@H:22]([NH:26][C:27]([O:29][CH2:30][CH:31]1[C:43]2[CH:42]=[CH:41][CH:40]=[CH:39][C:38]=2[C:37]2[C:32]1=[CH:33][CH:34]=[CH:35][CH:36]=2)=[O:28])[C:23](O)=[O:24])=O)(C)(C)C, predict the reaction product. The product is: [CH:33]1[C:32]2[CH:31]([CH2:30][O:29][C:27](=[O:28])[NH:26][C@H:22]([C:23](=[O:24])[NH:9][C:4]3[CH:5]=[CH:6][C:7]([Cl:8])=[C:2]([Cl:1])[CH:3]=3)[CH2:21][CH2:20][CH2:19][CH2:18][NH:17][CH:15]=[O:14])[C:43]3[C:38](=[CH:39][CH:40]=[CH:41][CH:42]=3)[C:37]=2[CH:36]=[CH:35][CH:34]=1.